This data is from Full USPTO retrosynthesis dataset with 1.9M reactions from patents (1976-2016). The task is: Predict the reactants needed to synthesize the given product. (1) Given the product [NH2:25][C:22]1[CH:23]=[CH:24][C:19]([O:18][C:16]2[CH:15]=[CH:14][C:13]([CH3:28])=[C:12]([NH:11][C:9](=[O:10])[C:8]3[CH:29]=[CH:30][CH:31]=[C:6]([C:3]4([C:1]#[N:2])[CH2:4][CH2:5]4)[CH:7]=3)[CH:17]=2)=[N:20][CH:21]=1, predict the reactants needed to synthesize it. The reactants are: [C:1]([C:3]1([C:6]2[CH:7]=[C:8]([CH:29]=[CH:30][CH:31]=2)[C:9]([NH:11][C:12]2[CH:17]=[C:16]([O:18][C:19]3[CH:24]=[CH:23][C:22]([N+:25]([O-])=O)=[CH:21][N:20]=3)[CH:15]=[CH:14][C:13]=2[CH3:28])=[O:10])[CH2:5][CH2:4]1)#[N:2].[Cl-].[Ca+2].[Cl-].O. (2) Given the product [Br:1][C:2]1[CH:7]=[C:6]([O:8][CH2:9][CH2:10][CH2:11][N:12]2[CH2:13][CH2:14][CH2:15][CH2:16][CH2:17]2)[CH:5]=[CH:4][C:3]=1[N:18]1[CH2:19][CH2:20][N:21]([C:34]([C:24]2[C:33]3[C:28](=[CH:29][CH:30]=[CH:31][CH:32]=3)[CH:27]=[CH:26][CH:25]=2)=[O:35])[CH2:22][CH2:23]1, predict the reactants needed to synthesize it. The reactants are: [Br:1][C:2]1[CH:7]=[C:6]([O:8][CH2:9][CH2:10][CH2:11][N:12]2[CH2:17][CH2:16][CH2:15][CH2:14][CH2:13]2)[CH:5]=[CH:4][C:3]=1[N:18]1[CH2:23][CH2:22][NH:21][CH2:20][CH2:19]1.[C:24]1([C:34](Cl)=[O:35])[C:33]2[C:28](=[CH:29][CH:30]=[CH:31][CH:32]=2)[CH:27]=[CH:26][CH:25]=1. (3) Given the product [CH2:1]([NH:8][C:9]([C:11]1[S:15][C:14]([NH:16][C:17]([C:18]2[CH:23]=[CH:22][NH:21][C:20](=[O:24])[CH:19]=2)=[O:26])=[N:13][C:12]=1[CH3:27])=[O:10])[C:2]1[CH:7]=[CH:6][CH:5]=[CH:4][CH:3]=1, predict the reactants needed to synthesize it. The reactants are: [CH2:1]([NH:8][C:9]([C:11]1[S:15][C:14]([NH:16][C:17](=[O:26])[C:18]2[CH:23]=[CH:22][N:21]=[C:20]([O:24]C)[CH:19]=2)=[N:13][C:12]=1[CH3:27])=[O:10])[C:2]1[CH:7]=[CH:6][CH:5]=[CH:4][CH:3]=1.I[Si](C)(C)C.CO. (4) Given the product [S:6]1[C:7]2[C:15](=[CH:14][N:13]=[C:12]3[C:8]=2[CH:9]=[CH:10][NH:11]3)[CH:16]=[C:5]1[C:3]([OH:4])=[O:2], predict the reactants needed to synthesize it. The reactants are: C[O:2][C:3]([C:5]1[S:6][C:7]2[C:15]([CH:16]=1)=[CH:14][N:13]=[C:12]1[C:8]=2[CH:9]=[CH:10][NH:11]1)=[O:4].[Li+].[OH-].C(O)(=O)C. (5) Given the product [NH2:1][C:2]1[N:7]=[CH:6][N:5]=[C:4]2[N:8]([CH2:12][C:13]3[O:14][C:15]4[C:20]([C:21](=[O:29])[C:22]=3[C:23]3[CH:28]=[CH:27][CH:26]=[CH:25][CH:24]=3)=[CH:19][CH:18]=[CH:17][CH:16]=4)[N:9]=[C:10]([C:36]3[CH:37]=[C:38]4[C:33]([CH:32]=[N:31][NH:30]4)=[CH:34][CH:35]=3)[C:3]=12, predict the reactants needed to synthesize it. The reactants are: [NH2:1][C:2]1[N:7]=[CH:6][N:5]=[C:4]2[N:8]([CH2:12][C:13]3[O:14][C:15]4[C:20]([C:21](=[O:29])[C:22]=3[C:23]3[CH:28]=[CH:27][CH:26]=[CH:25][CH:24]=3)=[CH:19][CH:18]=[CH:17][CH:16]=4)[N:9]=[C:10](I)[C:3]=12.[NH:30]1[C:38]2[C:33](=[CH:34][CH:35]=[C:36](B3OC(C)(C)C(C)(C)O3)[CH:37]=2)[CH:32]=[N:31]1.C(=O)([O-])[O-].[Na+].[Na+].ClCCl.